Dataset: Forward reaction prediction with 1.9M reactions from USPTO patents (1976-2016). Task: Predict the product of the given reaction. (1) The product is: [CH3:1][O:2][C:3](=[O:13])[C:4]1[CH:9]=[C:8]([CH:10]=[O:11])[CH:7]=[C:6]([Br:14])[C:5]=1[OH:12]. Given the reactants [CH3:1][O:2][C:3](=[O:13])[C:4]1[CH:9]=[C:8]([CH:10]=[O:11])[CH:7]=[CH:6][C:5]=1[OH:12].[Br:14]Br.C([O-])(=O)C.[Na+], predict the reaction product. (2) Given the reactants Br[CH:2]=[C:3]1[C:9]2[CH:10]=[CH:11][CH:12]=[CH:13][C:8]=2[CH2:7][CH2:6][C:5]2[CH:14]=[CH:15][CH:16]=[CH:17][C:4]1=2.[F:18][C:19]([F:34])([F:33])[C:20]1[CH:21]=[C:22](B(O)O)[CH:23]=[C:24]([C:26]([F:29])([F:28])[F:27])[CH:25]=1, predict the reaction product. The product is: [F:18][C:19]([F:33])([F:34])[C:20]1[CH:21]=[C:22]([CH:23]=[C:24]([C:26]([F:27])([F:28])[F:29])[CH:25]=1)[CH:2]=[C:3]1[C:9]2[CH:10]=[CH:11][CH:12]=[CH:13][C:8]=2[CH2:7][CH2:6][C:5]2[CH:14]=[CH:15][CH:16]=[CH:17][C:4]1=2.